From a dataset of Full USPTO retrosynthesis dataset with 1.9M reactions from patents (1976-2016). Predict the reactants needed to synthesize the given product. (1) Given the product [CH2:12]([C:11]1[C:5]([C:6]([O:8][CH2:9][CH3:10])=[O:7])=[CH:4][NH:2][N:17]=1)[CH2:13][CH3:14], predict the reactants needed to synthesize it. The reactants are: C[N:2]([CH:4]=[C:5]([C:11](=O)[CH2:12][CH2:13][CH3:14])[C:6]([O:8][CH2:9][CH3:10])=[O:7])C.C(OC(C)(C)C)(=O)[NH:17]N. (2) Given the product [C:1]([O:5][C:6]([N:8]([CH3:60])[C@@H:9]([CH3:59])[C:10]([NH:12][C@@H:13]([C:55]([CH3:58])([CH3:57])[CH3:56])[C:14]([N:16]1[C@H:25]([C:26](=[O:38])[NH:27][C@H:28]2[C:37]3[C:32](=[CH:33][CH:34]=[CH:35][CH:36]=3)[CH2:31][CH2:30][CH2:29]2)[CH2:24][C:23]2[C:18](=[CH:19][C:20]([C:39]([NH:41][C:42]3[S:43][C:44]4[CH:50]=[CH:49][C:48]([C:51]([OH:53])=[O:52])=[CH:47][C:45]=4[N:46]=3)=[O:40])=[CH:21][CH:22]=2)[CH2:17]1)=[O:15])=[O:11])=[O:7])([CH3:4])([CH3:3])[CH3:2], predict the reactants needed to synthesize it. The reactants are: [C:1]([O:5][C:6]([N:8]([CH3:60])[C@@H:9]([CH3:59])[C:10]([NH:12][C@@H:13]([C:55]([CH3:58])([CH3:57])[CH3:56])[C:14]([N:16]1[C@H:25]([C:26](=[O:38])[NH:27][C@H:28]2[C:37]3[C:32](=[CH:33][CH:34]=[CH:35][CH:36]=3)[CH2:31][CH2:30][CH2:29]2)[CH2:24][C:23]2[C:18](=[CH:19][C:20]([C:39]([NH:41][C:42]3[S:43][C:44]4[CH:50]=[CH:49][C:48]([C:51]([O:53]C)=[O:52])=[CH:47][C:45]=4[N:46]=3)=[O:40])=[CH:21][CH:22]=2)[CH2:17]1)=[O:15])=[O:11])=[O:7])([CH3:4])([CH3:3])[CH3:2].[OH-].[Na+].CCOC(C)=O.Cl. (3) The reactants are: [CH3:1][O:2][C:3]1[CH:8]=[CH:7][CH:6]=[CH:5][C:4]=1[C:9]1[C:17]2[C:12](=[N:13][CH:14]=[C:15](B3OC(C)(C)C(C)(C)O3)[CH:16]=2)[N:11]([CH2:27][O:28][CH2:29][CH2:30][Si:31]([CH3:34])([CH3:33])[CH3:32])[N:10]=1.C[O:36][C:37](=[O:47])[C:38]1[CH:43]=[C:42](Br)[CH:41]=[C:40]([Cl:45])[C:39]=1[OH:46].C(=O)(O)[O-].[Na+].C(O)(=O)CC(CC(O)=O)(C(O)=O)O. Given the product [Cl:45][C:40]1[C:39]([OH:46])=[C:38]([CH:43]=[C:42]([C:15]2[CH:16]=[C:17]3[C:9]([C:4]4[CH:5]=[CH:6][CH:7]=[CH:8][C:3]=4[O:2][CH3:1])=[N:10][N:11]([CH2:27][O:28][CH2:29][CH2:30][Si:31]([CH3:32])([CH3:34])[CH3:33])[C:12]3=[N:13][CH:14]=2)[CH:41]=1)[C:37]([OH:36])=[O:47], predict the reactants needed to synthesize it. (4) Given the product [CH:3]1[C:2]2[N:1]([CH:20]=[CH:21][C:7]=2[C:8]([O:10][CH3:11])=[O:9])[CH:6]=[CH:5][N:4]=1, predict the reactants needed to synthesize it. The reactants are: [N:1]1[CH:6]=[CH:5][N:4]=[CH:3][C:2]=1[CH2:7][C:8]([O:10][CH3:11])=[O:9].[Br-].[Li+].C(=O)(O)[O-].[Na+].Cl[CH2:20][CH:21]=O. (5) Given the product [F:24][C:18]([F:23])([S:19]([O-:22])(=[O:21])=[O:20])[CH:17]([O:16][C:11](=[O:12])[C:10]1[CH:9]=[CH:8][C:7]([O:6][C:1](=[O:5])[C:2]([CH3:4])=[CH2:3])=[CH:15][CH:14]=1)[C:25]([F:28])([F:26])[F:27].[C:42]1([S+:35]([C:29]2[CH:30]=[CH:31][CH:32]=[CH:33][CH:34]=2)[C:36]2[CH:41]=[CH:40][CH:39]=[CH:38][CH:37]=2)[CH:43]=[CH:44][CH:45]=[CH:46][CH:47]=1, predict the reactants needed to synthesize it. The reactants are: [C:1]([O:6][C:7]1[CH:15]=[CH:14][C:10]([C:11](Cl)=[O:12])=[CH:9][CH:8]=1)(=[O:5])[C:2]([CH3:4])=[CH2:3].[OH:16][CH:17]([C:25]([F:28])([F:27])[F:26])[C:18]([F:24])([F:23])[S:19]([O-:22])(=[O:21])=[O:20].[C:29]1([S+:35]([C:42]2[CH:47]=[CH:46][CH:45]=[CH:44][CH:43]=2)[C:36]2[CH:41]=[CH:40][CH:39]=[CH:38][CH:37]=2)[CH:34]=[CH:33][CH:32]=[CH:31][CH:30]=1.C(N(CC)CC)C.Cl. (6) The reactants are: [Cl:1][C:2]1[CH:7]=[CH:6][C:5]([C:8](=[O:14])[CH2:9][CH2:10][C:11]([OH:13])=[O:12])=[CH:4][C:3]=1[S:15](=[O:24])(=[O:23])[NH:16]C1CCCCC1.N. Given the product [Cl:1][C:2]1[CH:7]=[CH:6][C:5]([C:8](=[O:14])[CH2:9][CH2:10][C:11]([OH:13])=[O:12])=[CH:4][C:3]=1[S:15](=[O:23])(=[O:24])[NH2:16], predict the reactants needed to synthesize it. (7) Given the product [N:11]1[C:10]2[C:5](=[N:6][CH:7]=[CH:8][CH:9]=2)[S:4][C:3]=1[CH2:2][N:15]1[CH2:16][CH2:17][N:12]([C:18]2[N:25]=[CH:24][CH:23]=[CH:22][C:19]=2[C:20]#[N:21])[CH2:13][CH2:14]1, predict the reactants needed to synthesize it. The reactants are: Cl[CH2:2][C:3]1[S:4][C:5]2[C:10]([N:11]=1)=[CH:9][CH:8]=[CH:7][N:6]=2.[N:12]1([C:18]2[N:25]=[CH:24][CH:23]=[CH:22][C:19]=2[C:20]#[N:21])[CH2:17][CH2:16][NH:15][CH2:14][CH2:13]1.CCN(C(C)C)C(C)C.